This data is from CYP2D6 inhibition data for predicting drug metabolism from PubChem BioAssay. The task is: Regression/Classification. Given a drug SMILES string, predict its absorption, distribution, metabolism, or excretion properties. Task type varies by dataset: regression for continuous measurements (e.g., permeability, clearance, half-life) or binary classification for categorical outcomes (e.g., BBB penetration, CYP inhibition). Dataset: cyp2d6_veith. (1) The molecule is O=C1CCCC=C1[C@@H](O)COCc1ccccc1. The result is 0 (non-inhibitor). (2) The drug is Cc1ccc(CN(C(=O)c2cc3ccccc3oc2=O)C2CCS(=O)(=O)C2)cc1. The result is 0 (non-inhibitor). (3) The compound is CCCCCNCc1ccc(Br)cc1.Cl. The result is 1 (inhibitor).